This data is from Forward reaction prediction with 1.9M reactions from USPTO patents (1976-2016). The task is: Predict the product of the given reaction. (1) Given the reactants [CH3:1][O:2][C:3]1[C:4]([CH3:34])=[C:5]([C:25]([O:32][CH3:33])=[C:26]([O:30][CH3:31])[C:27]=1[O:28][CH3:29])[CH2:6][C:7]1[CH:8]=[CH:9][C:10]([O:17][CH2:18][C:19]2[CH:24]=[CH:23][N:22]=[CH:21][CH:20]=2)=[C:11]([CH:16]=1)[C:12]([O:14]C)=[O:13].Cl, predict the reaction product. The product is: [CH3:1][O:2][C:3]1[C:4]([CH3:34])=[C:5]([C:25]([O:32][CH3:33])=[C:26]([O:30][CH3:31])[C:27]=1[O:28][CH3:29])[CH2:6][C:7]1[CH:8]=[CH:9][C:10]([O:17][CH2:18][C:19]2[CH:20]=[CH:21][N:22]=[CH:23][CH:24]=2)=[C:11]([CH:16]=1)[C:12]([OH:14])=[O:13]. (2) Given the reactants [NH2:1][C:2]1[CH:7]=[CH:6][C:5]([S:8]([NH:11][C:12]2[S:13][C:14]([CH3:17])=[N:15][N:16]=2)(=[O:10])=[O:9])=[CH:4][CH:3]=1.[C:18](Cl)([CH3:20])=[O:19], predict the reaction product. The product is: [CH3:17][C:14]1[S:13][C:12]([NH:11][S:8]([C:5]2[CH:6]=[CH:7][C:2]([NH:1][C:18](=[O:19])[CH3:20])=[CH:3][CH:4]=2)(=[O:10])=[O:9])=[N:16][N:15]=1. (3) Given the reactants [Cl:1][C:2]1[CH:7]=[C:6](B2OC(C)(C)C(C)(C)O2)[CH:5]=[CH:4][C:3]=1[CH2:17][C:18]([O:20][CH3:21])=[O:19].Cl[C:23]1[N:24]=[N:25][CH:26]=[C:27]([CH3:29])[CH:28]=1.CC([O-])=O.[K+], predict the reaction product. The product is: [Cl:1][C:2]1[CH:7]=[C:6]([C:23]2[N:24]=[N:25][CH:26]=[C:27]([CH3:29])[CH:28]=2)[CH:5]=[CH:4][C:3]=1[CH2:17][C:18]([O:20][CH3:21])=[O:19]. (4) Given the reactants C([O:3][C:4](=[O:35])[CH:5]([O:32][CH2:33][CH3:34])[CH2:6][C:7]1[CH:12]=[CH:11][C:10]([O:13][CH2:14][CH2:15][O:16][CH:17]2[C:23]3[CH:24]=[CH:25][CH:26]=[CH:27][C:22]=3[CH2:21][S:20][C:19]3[CH:28]=[CH:29][CH:30]=[CH:31][C:18]2=3)=[CH:9][CH:8]=1)C.[OH-].[Na+], predict the reaction product. The product is: [CH:31]1[C:18]2[CH:17]([O:16][CH2:15][CH2:14][O:13][C:10]3[CH:11]=[CH:12][C:7]([CH2:6][CH:5]([O:32][CH2:33][CH3:34])[C:4]([OH:35])=[O:3])=[CH:8][CH:9]=3)[C:23]3[CH:24]=[CH:25][CH:26]=[CH:27][C:22]=3[CH2:21][S:20][C:19]=2[CH:28]=[CH:29][CH:30]=1. (5) Given the reactants I[C:2]1[C:3]([CH3:18])=[N:4][N:5]([S:8]([C:11]2[CH:16]=[CH:15][C:14]([CH3:17])=[CH:13][CH:12]=2)(=[O:10])=[O:9])[C:6]=1[CH3:7].C([Mg]Cl)(C)C.CN([CH:27]=[O:28])C, predict the reaction product. The product is: [CH3:18][C:3]1[C:2]([CH:27]=[O:28])=[C:6]([CH3:7])[N:5]([S:8]([C:11]2[CH:16]=[CH:15][C:14]([CH3:17])=[CH:13][CH:12]=2)(=[O:10])=[O:9])[N:4]=1. (6) The product is: [Cl:10][C:9]1[C:8]([F:11])=[CH:7][CH:6]=[C:5]([Cl:12])[C:4]=1[CH:2]([OH:3])[CH3:1]. Given the reactants [CH3:1][C:2]([C:4]1[C:9]([Cl:10])=[C:8]([F:11])[CH:7]=[CH:6][C:5]=1[Cl:12])=[O:3].[H-].[Al+3].[Li+].[H-].[H-].[H-].[OH-].[Na+].[O-]S([O-])(=O)=O.[Mg+2], predict the reaction product. (7) Given the reactants [CH3:1][O:2][C:3]1[CH:11]=[CH:10][C:6]([C:7](O)=[O:8])=[CH:5][C:4]=1/[CH:12]=[CH:13]/[C:14]1[CH:19]=[CH:18][C:17]([O:20][C:21]([F:24])([F:23])[F:22])=[CH:16][CH:15]=1.[CH:25]1([NH2:30])[CH2:29][CH2:28][CH2:27][CH2:26]1, predict the reaction product. The product is: [CH:25]1([NH:30][C:7](=[O:8])[C:6]2[CH:10]=[CH:11][C:3]([O:2][CH3:1])=[C:4](/[CH:12]=[CH:13]/[C:14]3[CH:19]=[CH:18][C:17]([O:20][C:21]([F:23])([F:24])[F:22])=[CH:16][CH:15]=3)[CH:5]=2)[CH2:29][CH2:28][CH2:27][CH2:26]1.